From a dataset of Reaction yield outcomes from USPTO patents with 853,638 reactions. Predict the reaction yield, written as a fraction of the theoretical maximum amount of product (1.0 means a 100% yield; for example, 0.34 means a 34% yield). (1) The reactants are Cl[C:2]1[N:7]2[N:8]=[CH:9][N:10]=[C:6]2[C:5]2[CH:11]=[C:12]([Cl:15])[CH:13]=[N:14][C:4]=2[N:3]=1.[N:16]1(C(OC(C)(C)C)=O)[CH2:21][CH2:20][NH:19][CH2:18][CH2:17]1. The catalyst is CN(C=O)C. The product is [Cl:15][C:12]1[CH:13]=[N:14][C:4]2[N:3]=[C:2]([N:16]3[CH2:21][CH2:20][NH:19][CH2:18][CH2:17]3)[N:7]3[N:8]=[CH:9][N:10]=[C:6]3[C:5]=2[CH:11]=1. The yield is 0.100. (2) The reactants are Cl[S:2]([N:5]=[C:6]=[O:7])(=[O:4])=[O:3].[C:8]([OH:12])([CH3:11])([CH3:10])[CH3:9].[CH3:13][O:14][CH:15]([O:18][CH3:19])[CH2:16][NH2:17].C(N(CC)CC)C.Cl. The catalyst is ClCCl. The product is [CH3:13][O:14][CH:15]([O:18][CH3:19])[CH2:16][NH:17][S:2]([NH:5][C:6](=[O:7])[O:12][C:8]([CH3:11])([CH3:10])[CH3:9])(=[O:4])=[O:3]. The yield is 0.685. (3) The reactants are [Br:1][C:2]1[C:3](Cl)=[N:4][C:5](Cl)=[N:6][CH:7]=1.C(N(CC)CC)C.[F:17][C:18]([F:28])([F:27])[C:19]1[CH:26]=[CH:25][C:22]([CH2:23][NH2:24])=[CH:21][CH:20]=1.[C:29]([O:33][C:34]([N:36]1[CH2:41][CH:40]=[C:39]([C:42]2[C:50]3[C:45](=[CH:46][CH:47]=[C:48]([NH2:51])[CH:49]=3)[NH:44][CH:43]=2)[CH2:38][CH2:37]1)=[O:35])([CH3:32])([CH3:31])[CH3:30]. The catalyst is C1COCC1.CO.ClCCl. The product is [C:29]([O:33][C:34]([N:36]1[CH2:37][CH:38]=[C:39]([C:42]2[C:50]3[C:45](=[CH:46][CH:47]=[C:48]([NH:51][C:5]4[N:4]=[C:3]([NH:24][CH2:23][C:22]5[CH:25]=[CH:26][C:19]([C:18]([F:27])([F:28])[F:17])=[CH:20][CH:21]=5)[C:2]([Br:1])=[CH:7][N:6]=4)[CH:49]=3)[NH:44][CH:43]=2)[CH2:40][CH2:41]1)=[O:35])([CH3:32])([CH3:30])[CH3:31]. The yield is 0.230. (4) The reactants are C(=N[NH:6][C:7]1[CH:12]=[CH:11][NH:10][C:9](=[O:13])[CH:8]=1)(CC)C.[C:14]1(O[C:14]2[CH:19]=CC=[CH:16][CH:15]=2)[CH:19]=CC=[CH:16][CH:15]=1. The catalyst is CCCCCC. The yield is 0.732. The product is [CH3:19][C:14]1[NH:6][C:7]2[CH:12]=[CH:11][NH:10][C:9](=[O:13])[C:8]=2[C:15]=1[CH3:16]. (5) The reactants are [CH:1]12[CH2:10][CH:5]3[CH2:6][CH:7]([CH2:9][CH:3]([CH2:4]3)[CH:2]1[O:11][CH2:12][C:13]1[C:25](Cl)=[CH:24][C:16]([C:17]([NH:19][S:20]([CH3:23])(=[O:22])=[O:21])=[O:18])=[C:15]([F:27])[CH:14]=1)[CH2:8]2.[CH:28]1(B(O)O)[CH2:30][CH2:29]1.P([O-])([O-])([O-])=O.[K+].[K+].[K+].F[B-](F)(F)F.C1(P(C2CCCCC2)C2CCCCC2)CCCCC1.Cl. The catalyst is C1(C)C=CC=CC=1.O.C([O-])(=O)C.[Pd+2].C([O-])(=O)C. The product is [CH:1]12[CH2:10][CH:5]3[CH2:6][CH:7]([CH2:9][CH:3]([CH2:4]3)[CH:2]1[O:11][CH2:12][C:13]1[C:25]([CH:28]3[CH2:30][CH2:29]3)=[CH:24][C:16]([C:17]([NH:19][S:20]([CH3:23])(=[O:22])=[O:21])=[O:18])=[C:15]([F:27])[CH:14]=1)[CH2:8]2. The yield is 0.620. (6) The yield is 0.190. The catalyst is C=O. The product is [F:1][C:2]1[CH:3]=[CH:4][C:5]([C:8]2[N:13]=[C:12]3[NH:14][N:15]=[CH:16][C:11]3=[C:10]([CH:17]3[CH2:18][CH2:19][N:20]([CH3:31])[CH2:21][CH2:22]3)[C:9]=2[C:23]2[CH:24]=[CH:25][N:26]=[CH:27][CH:28]=2)=[CH:6][CH:7]=1. The reactants are [F:1][C:2]1[CH:7]=[CH:6][C:5]([C:8]2[N:13]=[C:12]3[NH:14][N:15]=[CH:16][C:11]3=[C:10]([CH:17]3[CH2:22][CH2:21][NH:20][CH2:19][CH2:18]3)[C:9]=2[C:23]2[CH:28]=[CH:27][N:26]=[CH:25][CH:24]=2)=[CH:4][CH:3]=1.[OH-].[Na+].[CH:31](O)=O. (7) The reactants are [NH3:1].C[O:3][C:4](=O)[CH2:5][O:6][C:7]1[CH:12]=[CH:11][C:10]([N:13]([CH:20]2[CH2:25][CH2:24][N:23]([C@H:26]([CH3:40])[CH2:27][CH2:28][NH:29][C:30]([C:32]3[C:33]([CH3:39])=[N:34][CH:35]=[N:36][C:37]=3[CH3:38])=[O:31])[CH2:22][CH2:21]2)[CH2:14][C:15]2[CH:19]=[CH:18][S:17][CH:16]=2)=[CH:9][CH:8]=1. The catalyst is CO. The product is [C:4]([CH2:5][O:6][C:7]1[CH:8]=[CH:9][C:10]([N:13]([CH2:14][C:15]2[CH:19]=[CH:18][S:17][CH:16]=2)[CH:20]2[CH2:21][CH2:22][N:23]([C@H:26]([CH3:40])[CH2:27][CH2:28][NH:29][C:30]([C:32]3[C:37]([CH3:38])=[N:36][CH:35]=[N:34][C:33]=3[CH3:39])=[O:31])[CH2:24][CH2:25]2)=[CH:11][CH:12]=1)(=[O:3])[NH2:1]. The yield is 1.00. (8) The reactants are [CH3:1][N:2]([CH3:27])[C:3]([C:5]1[N:6]([C:21]2[CH:26]=[CH:25][CH:24]=[CH:23][CH:22]=2)[C:7]2[C:12]([C:13](=[O:19])[C:14]=1[CH2:15][N:16]=[N+]=[N-])=[CH:11][CH:10]=[C:9]([Cl:20])[CH:8]=2)=[O:4]. The catalyst is [Pt](=O)=O.C(Cl)Cl.C(OCC)(=O)C. The product is [ClH:20].[CH3:1][N:2]([CH3:27])[C:3]([C:5]1[N:6]([C:21]2[CH:26]=[CH:25][CH:24]=[CH:23][CH:22]=2)[C:7]2[C:12]([C:13](=[O:19])[C:14]=1[CH2:15][NH2:16])=[CH:11][CH:10]=[C:9]([Cl:20])[CH:8]=2)=[O:4]. The yield is 0.740.